Dataset: Reaction yield outcomes from USPTO patents with 853,638 reactions. Task: Predict the reaction yield, written as a fraction of the theoretical maximum amount of product (1.0 means a 100% yield; for example, 0.34 means a 34% yield). (1) The reactants are [CH2:1]([C:3]1([CH2:18][C:19]([OH:21])=[O:20])[C:8]2[NH:9][C:10]3[C:15]([C:7]=2[CH2:6][CH2:5][O:4]1)=[CH:14][CH:13]=[CH:12][C:11]=3[CH2:16][CH3:17])[CH3:2].[H-].[Na+].[CH2:24](Br)[C:25]1[CH:30]=[CH:29][CH:28]=[CH:27][CH:26]=1. The catalyst is O1CCCC1. The product is [CH2:24]([N:9]1[C:10]2[C:15](=[CH:14][CH:13]=[CH:12][C:11]=2[CH2:16][CH3:17])[C:7]2[CH2:6][CH2:5][O:4][C:3]([CH2:18][C:19]([OH:21])=[O:20])([CH2:1][CH3:2])[C:8]1=2)[C:25]1[CH:30]=[CH:29][CH:28]=[CH:27][CH:26]=1. The yield is 0.730. (2) The reactants are Cl[C:2]1[C:11]2[C:6](=[CH:7][C:8]([Cl:14])=[C:9]([O:12][CH3:13])[CH:10]=2)[N:5]=[CH:4][C:3]=1[C:15]([NH2:17])=[O:16].[NH2:18][C:19]1[CH:20]=[C:21]([CH:26]=[CH:27][CH:28]=1)[C:22]([O:24][CH3:25])=[O:23]. The catalyst is C(O)(=O)C. The product is [NH2:17][C:15]([C:3]1[CH:4]=[N:5][C:6]2[C:11]([C:2]=1[NH:18][C:19]1[CH:20]=[C:21]([CH:26]=[CH:27][CH:28]=1)[C:22]([O:24][CH3:25])=[O:23])=[CH:10][C:9]([O:12][CH3:13])=[C:8]([Cl:14])[CH:7]=2)=[O:16]. The yield is 0.950.